This data is from NCI-60 drug combinations with 297,098 pairs across 59 cell lines. The task is: Regression. Given two drug SMILES strings and cell line genomic features, predict the synergy score measuring deviation from expected non-interaction effect. (1) Drug 1: CN(CCCl)CCCl.Cl. Drug 2: CCC1(C2=C(COC1=O)C(=O)N3CC4=CC5=C(C=CC(=C5CN(C)C)O)N=C4C3=C2)O.Cl. Cell line: UACC-257. Synergy scores: CSS=13.0, Synergy_ZIP=-5.97, Synergy_Bliss=0.437, Synergy_Loewe=-7.56, Synergy_HSA=0.912. (2) Drug 1: CNC(=O)C1=NC=CC(=C1)OC2=CC=C(C=C2)NC(=O)NC3=CC(=C(C=C3)Cl)C(F)(F)F. Drug 2: CS(=O)(=O)OCCCCOS(=O)(=O)C. Cell line: UACC-257. Synergy scores: CSS=0.468, Synergy_ZIP=-7.17, Synergy_Bliss=-15.6, Synergy_Loewe=-24.2, Synergy_HSA=-14.5. (3) Drug 1: CCCCC(=O)OCC(=O)C1(CC(C2=C(C1)C(=C3C(=C2O)C(=O)C4=C(C3=O)C=CC=C4OC)O)OC5CC(C(C(O5)C)O)NC(=O)C(F)(F)F)O. Drug 2: C1=NC2=C(N=C(N=C2N1C3C(C(C(O3)CO)O)F)Cl)N. Cell line: SK-OV-3. Synergy scores: CSS=38.6, Synergy_ZIP=-4.41, Synergy_Bliss=-3.00, Synergy_Loewe=-6.99, Synergy_HSA=-3.52. (4) Drug 1: CC1=C(C=C(C=C1)C(=O)NC2=CC(=CC(=C2)C(F)(F)F)N3C=C(N=C3)C)NC4=NC=CC(=N4)C5=CN=CC=C5. Drug 2: C1CN(CCN1C(=O)CCBr)C(=O)CCBr. Cell line: SK-MEL-2. Synergy scores: CSS=24.0, Synergy_ZIP=-0.537, Synergy_Bliss=5.76, Synergy_Loewe=0.998, Synergy_HSA=1.03. (5) Drug 1: C1=CC(=CC=C1CCC2=CNC3=C2C(=O)NC(=N3)N)C(=O)NC(CCC(=O)O)C(=O)O. Drug 2: C1=CC(=C2C(=C1NCCNCCO)C(=O)C3=C(C=CC(=C3C2=O)O)O)NCCNCCO. Cell line: SNB-19. Synergy scores: CSS=58.3, Synergy_ZIP=-1.29, Synergy_Bliss=-1.80, Synergy_Loewe=2.15, Synergy_HSA=4.58. (6) Drug 1: C1CN1C2=NC(=NC(=N2)N3CC3)N4CC4. Drug 2: C1=NC2=C(N1)C(=S)N=CN2. Cell line: HCC-2998. Synergy scores: CSS=31.1, Synergy_ZIP=-6.05, Synergy_Bliss=-2.52, Synergy_Loewe=-0.649, Synergy_HSA=1.90.